From a dataset of NCI-60 drug combinations with 297,098 pairs across 59 cell lines. Regression. Given two drug SMILES strings and cell line genomic features, predict the synergy score measuring deviation from expected non-interaction effect. Drug 1: C1=NC2=C(N1)C(=S)N=C(N2)N. Drug 2: B(C(CC(C)C)NC(=O)C(CC1=CC=CC=C1)NC(=O)C2=NC=CN=C2)(O)O. Cell line: SK-OV-3. Synergy scores: CSS=38.8, Synergy_ZIP=-1.03, Synergy_Bliss=-2.25, Synergy_Loewe=-0.914, Synergy_HSA=-1.13.